From a dataset of Peptide-MHC class I binding affinity with 185,985 pairs from IEDB/IMGT. Regression. Given a peptide amino acid sequence and an MHC pseudo amino acid sequence, predict their binding affinity value. This is MHC class I binding data. (1) The peptide sequence is GQTVEMSPF. The MHC is HLA-B15:01 with pseudo-sequence HLA-B15:01. The binding affinity (normalized) is 0.851. (2) The peptide sequence is AQFSPQYL. The MHC is Patr-A0101 with pseudo-sequence Patr-A0101. The binding affinity (normalized) is 0.0750. (3) The peptide sequence is IMKSVGTGK. The MHC is HLA-A03:01 with pseudo-sequence HLA-A03:01. The binding affinity (normalized) is 0.852. (4) The peptide sequence is QQYHRFGLY. The MHC is HLA-A02:06 with pseudo-sequence HLA-A02:06. The binding affinity (normalized) is 0.558. (5) The peptide sequence is SASAFFGMSR. The MHC is HLA-A03:01 with pseudo-sequence HLA-A03:01. The binding affinity (normalized) is 0.365.